The task is: Predict the reactants needed to synthesize the given product.. This data is from Full USPTO retrosynthesis dataset with 1.9M reactions from patents (1976-2016). (1) Given the product [CH2:1]([O:3][C:4](=[O:26])[CH2:5][C:6]1[CH:11]=[C:10]([O:12][C:13]2[CH:18]=[CH:17][C:16]([Br:19])=[CH:15][C:14]=2[CH2:20][N:29]2[C@H:28]([CH3:27])[C@H:32]([C:33]3[CH:38]=[CH:37][CH:36]=[CH:35][CH:34]=3)[O:31][C:30]2=[O:39])[CH:9]=[CH:8][C:7]=1[C:22]([F:23])([F:25])[F:24])[CH3:2], predict the reactants needed to synthesize it. The reactants are: [CH2:1]([O:3][C:4](=[O:26])[CH2:5][C:6]1[CH:11]=[C:10]([O:12][C:13]2[CH:18]=[CH:17][C:16]([Br:19])=[CH:15][C:14]=2[CH2:20]Br)[CH:9]=[CH:8][C:7]=1[C:22]([F:25])([F:24])[F:23])[CH3:2].[CH3:27][C@@H:28]1[C@H:32]([C:33]2[CH:38]=[CH:37][CH:36]=[CH:35][CH:34]=2)[O:31][C:30](=[O:39])[NH:29]1. (2) Given the product [OH:22][CH:11]([CH2:10][N:3]1[CH2:4][CH:5]2[CH2:9][CH:1]([CH2:8][N:7]([C:24]3[S:25][CH:26]=[CH:27][N:28]=3)[CH2:6]2)[CH2:2]1)[CH2:12][O:13][C:14]1[CH:15]=[CH:16][C:17]([C:18]#[N:19])=[CH:20][CH:21]=1, predict the reactants needed to synthesize it. The reactants are: [CH:1]12[CH2:9][CH:5]([CH2:6][NH:7][CH2:8]1)[CH2:4][N:3]([CH2:10][CH:11]([OH:22])[CH2:12][O:13][C:14]1[CH:21]=[CH:20][C:17]([C:18]#[N:19])=[CH:16][CH:15]=1)[CH2:2]2.Br[C:24]1[S:25][CH:26]=[CH:27][N:28]=1.C([O-])([O-])=O.[K+].[K+]. (3) Given the product [Br:1][C:2]1[C:3](=[O:8])[O:4][CH2:5][C:6]=1[C:14]1[CH:15]=[CH:16][C:11]([C:10]([F:21])([F:20])[F:9])=[CH:12][CH:13]=1, predict the reactants needed to synthesize it. The reactants are: [Br:1][C:2]1[C:3](=[O:8])[O:4][CH2:5][C:6]=1Br.[F:9][C:10]([F:21])([F:20])[C:11]1[CH:16]=[CH:15][C:14](B(O)O)=[CH:13][CH:12]=1.[F-].[Cs+]. (4) The reactants are: FC(F)(F)S(O[C:7]1[C:8]([Cl:28])=[C:9]2[C:13](=[CH:14][CH:15]=1)[N:12]([S:16]([C:19]1[CH:24]=[CH:23][CH:22]=[CH:21][CH:20]=1)(=[O:18])=[O:17])[C:11]([CH:25]([F:27])[F:26])=[CH:10]2)(=O)=O.[CH3:31][N:32](C=O)C. Given the product [Cl:28][C:8]1[C:7]([C:31]#[N:32])=[CH:15][CH:14]=[C:13]2[C:9]=1[CH:10]=[C:11]([CH:25]([F:26])[F:27])[N:12]2[S:16]([C:19]1[CH:24]=[CH:23][CH:22]=[CH:21][CH:20]=1)(=[O:17])=[O:18], predict the reactants needed to synthesize it. (5) Given the product [CH:2]1([CH2:5][O:6][C:7]2[CH:12]=[C:11]([F:13])[C:10]([O:14][CH3:15])=[CH:9][C:8]=2[C:16]2[C:17]3[NH:24][C:23]([CH3:25])=[C:22]([C:26]([NH:28][CH:29]4[CH2:30][CH2:31][N:32]([C:39](=[O:38])[CH2:40][OH:41])[CH2:33][CH2:34]4)=[O:27])[C:18]=3[N:19]=[CH:20][N:21]=2)[CH2:4][CH2:3]1, predict the reactants needed to synthesize it. The reactants are: Cl.[CH:2]1([CH2:5][O:6][C:7]2[CH:12]=[C:11]([F:13])[C:10]([O:14][CH3:15])=[CH:9][C:8]=2[C:16]2[C:17]3[NH:24][C:23]([CH3:25])=[C:22]([C:26]([NH:28][CH:29]4[CH2:34][CH2:33][NH:32][CH2:31][CH2:30]4)=[O:27])[C:18]=3[N:19]=[CH:20][N:21]=2)[CH2:4][CH2:3]1.C([O:38][CH2:39][C:40](Cl)=[O:41])(=O)C.